This data is from Full USPTO retrosynthesis dataset with 1.9M reactions from patents (1976-2016). The task is: Predict the reactants needed to synthesize the given product. (1) Given the product [F:30][C:29]([F:31])([F:32])[O:28][C:25]1[CH:24]=[CH:23][C:22]([C:21]([C:9]2[S:10][CH:11]=[CH:12][C:8]=2[O:7][CH3:6])=[O:33])=[CH:27][CH:26]=1, predict the reactants needed to synthesize it. The reactants are: [Li]CCCC.[CH3:6][O:7][C:8]1[CH:12]=[CH:11][S:10][CH:9]=1.C(OCC)C.CON(C)[C:21](=[O:33])[C:22]1[CH:27]=[CH:26][C:25]([O:28][C:29]([F:32])([F:31])[F:30])=[CH:24][CH:23]=1. (2) Given the product [NH2:6][C:5]1[N:17]([C:19]2[CH:20]=[C:21]([CH:27]=[CH:28][CH:29]=2)[C:22]([O:24][CH2:25][CH3:26])=[O:23])[N:18]=[C:3]([C:2]([CH3:9])([CH3:8])[CH3:1])[CH:4]=1, predict the reactants needed to synthesize it. The reactants are: [CH3:1][C:2]([CH3:9])([CH3:8])[C:3](=O)[CH2:4][C:5]#[N:6].C(C(C#N)=O)#N.Cl.[NH:17]([C:19]1[CH:20]=[C:21]([CH:27]=[CH:28][CH:29]=1)[C:22]([O:24][CH2:25][CH3:26])=[O:23])[NH2:18].NN. (3) Given the product [Cl:33][C:34]1[CH:39]=[CH:38][CH:37]=[CH:36][C:35]=1[C:2]1[CH:11]=[CH:10][C:5]([C:6]([O:8][CH3:9])=[O:7])=[C:4]([CH2:12][N:13]2[C:17](=[O:18])[N:16]([CH2:19][CH:20]([OH:25])[C:21]([F:23])([F:22])[F:24])[C:15]([C:26]3[CH:27]=[CH:28][C:29]([Cl:32])=[CH:30][CH:31]=3)=[N:14]2)[CH:3]=1, predict the reactants needed to synthesize it. The reactants are: Br[C:2]1[CH:11]=[CH:10][C:5]([C:6]([O:8][CH3:9])=[O:7])=[C:4]([CH2:12][N:13]2[C:17](=[O:18])[N:16]([CH2:19][CH:20]([OH:25])[C:21]([F:24])([F:23])[F:22])[C:15]([C:26]3[CH:31]=[CH:30][C:29]([Cl:32])=[CH:28][CH:27]=3)=[N:14]2)[CH:3]=1.[Cl:33][C:34]1[CH:39]=[CH:38][CH:37]=[CH:36][C:35]=1B(O)O. (4) Given the product [Br:1][C:2]1[CH:7]=[CH:6][C:5]([Br:8])=[CH:4][C:3]=1[C:12]1[CH:11]=[CH:10][C:19]2[C:14](=[CH:15][CH:16]=[CH:17][CH:18]=2)[CH:13]=1, predict the reactants needed to synthesize it. The reactants are: [Br:1][C:2]1[CH:7]=[CH:6][C:5]([Br:8])=[CH:4][C:3]=1I.[CH:10]1[C:19]2[C:14](=[CH:15][CH:16]=[CH:17][CH:18]=2)[CH:13]=[CH:12][C:11]=1B(O)O. (5) Given the product [Cl:19][C:13]1[N:14]=[N:15][C:10]([C:2]2[NH:3][C:4]3[CH:9]=[CH:8][CH:7]=[CH:6][C:5]=3[N:1]=2)=[CH:11][CH:12]=1, predict the reactants needed to synthesize it. The reactants are: [NH:1]1[C:5]2[CH:6]=[CH:7][CH:8]=[CH:9][C:4]=2[N:3]=[C:2]1[C:10]1[N:15]=[N:14][C:13](O)=[CH:12][CH:11]=1.P(Cl)(Cl)([Cl:19])=O. (6) Given the product [F:1][C:2]1[CH:7]=[C:6]([F:8])[CH:5]=[CH:4][C:3]=1[N:9]1[CH2:10][CH2:11][N:12]([CH2:15][C:16]#[C:17][C:19]2[CH:24]=[C:23]([NH2:25])[N:22]3[N:26]=[C:27]([C:29]4[O:30][CH:31]=[CH:32][CH:33]=4)[N:28]=[C:21]3[N:20]=2)[CH2:13][CH2:14]1, predict the reactants needed to synthesize it. The reactants are: [F:1][C:2]1[CH:7]=[C:6]([F:8])[CH:5]=[CH:4][C:3]=1[N:9]1[CH2:14][CH2:13][N:12]([CH2:15][C:16]#[CH:17])[CH2:11][CH2:10]1.Cl[C:19]1[CH:24]=[C:23]([NH2:25])[N:22]2[N:26]=[C:27]([C:29]3[O:30][CH:31]=[CH:32][CH:33]=3)[N:28]=[C:21]2[N:20]=1.C1C=CC(P(C2C=CC=CC=2)C2C=CC=CC=2)=CC=1.CCN(CC)CC.